Dataset: Peptide-MHC class I binding affinity with 185,985 pairs from IEDB/IMGT. Task: Regression. Given a peptide amino acid sequence and an MHC pseudo amino acid sequence, predict their binding affinity value. This is MHC class I binding data. (1) The peptide sequence is VTFLLLCGR. The MHC is HLA-A31:01 with pseudo-sequence HLA-A31:01. The binding affinity (normalized) is 0.731. (2) The peptide sequence is YLVAYQATD. The MHC is Patr-B0101 with pseudo-sequence Patr-B0101. The binding affinity (normalized) is 0. (3) The peptide sequence is RQSSGSSSSGF. The MHC is HLA-B07:02 with pseudo-sequence HLA-B07:02. The binding affinity (normalized) is 0.0847.